From a dataset of Full USPTO retrosynthesis dataset with 1.9M reactions from patents (1976-2016). Predict the reactants needed to synthesize the given product. (1) The reactants are: [CH:1]([O:4][C:5]1[CH:14]=[C:13]([C:15]([F:18])([F:17])[F:16])[C:12]2[C:7](=[CH:8][CH:9]=[C:10]3[NH:22][C@H:21]([CH:23]([CH3:25])[CH3:24])[CH2:20][O:19][C:11]3=2)[N:6]=1)([CH3:3])[CH3:2].[BH4-].[Na+].[C:28](O)(=O)[CH3:29]. Given the product [CH2:28]([N:22]1[C:10]2[C:11](=[C:12]3[C:7](=[CH:8][CH:9]=2)[N:6]=[C:5]([O:4][CH:1]([CH3:3])[CH3:2])[CH:14]=[C:13]3[C:15]([F:18])([F:17])[F:16])[O:19][CH2:20][C@H:21]1[CH:23]([CH3:25])[CH3:24])[CH3:29], predict the reactants needed to synthesize it. (2) Given the product [F:15][C:11]([F:16])([C:10]([F:17])([F:18])[O:9][C:8]([F:19])([F:20])[C:7]([F:6])([F:25])[C:21]([F:22])([F:24])[F:23])[CH2:12][CH2:13][O:4][C:1](=[O:5])[CH:2]=[CH2:3], predict the reactants needed to synthesize it. The reactants are: [C:1]([OH:5])(=[O:4])[CH:2]=[CH2:3].[F:6][C:7]([F:25])([C:21]([F:24])([F:23])[F:22])[C:8]([F:20])([F:19])[O:9][C:10]([F:18])([F:17])[C:11]([F:16])([F:15])[CH2:12][CH2:13]O.C1(C)C=CC(S(O)(=O)=O)=CC=1. (3) Given the product [Br:20][C:9]1[C:8](=[O:19])[N:7]([CH:1]2[CH2:2][CH2:3][CH2:4][CH2:5][CH2:6]2)[C:12]2[N:13]=[C:14]([S:17][CH3:18])[N:15]=[CH:16][C:11]=2[CH:10]=1, predict the reactants needed to synthesize it. The reactants are: [CH:1]1([N:7]2[C:12]3[N:13]=[C:14]([S:17][CH3:18])[N:15]=[CH:16][C:11]=3[CH:10]=[CH:9][C:8]2=[O:19])[CH2:6][CH2:5][CH2:4][CH2:3][CH2:2]1.[Br:20]N1C(=O)CCC1=O.C(OOC(=O)C1C=CC=CC=1)(=O)C1C=CC=CC=1. (4) Given the product [CH:9]([C:8]1[CH:11]=[CH:12][C:5]([OH:4])=[CH:6][CH:7]=1)=[CH2:10], predict the reactants needed to synthesize it. The reactants are: C([O:4][C:5]1[CH:12]=[CH:11][C:8]([CH:9]=[CH2:10])=[CH:7][CH:6]=1)(=O)C.[OH-].[Na+].Cl.